From a dataset of CYP2D6 inhibition data for predicting drug metabolism from PubChem BioAssay. Regression/Classification. Given a drug SMILES string, predict its absorption, distribution, metabolism, or excretion properties. Task type varies by dataset: regression for continuous measurements (e.g., permeability, clearance, half-life) or binary classification for categorical outcomes (e.g., BBB penetration, CYP inhibition). Dataset: cyp2d6_veith. (1) The drug is O=C(CSCc1ccccc1Cl)NNC(=O)c1ccccc1. The result is 0 (non-inhibitor). (2) The molecule is CC(C)Sc1cc(N2CCCC2)nc(-c2ccc(F)cc2)n1. The result is 0 (non-inhibitor). (3) The molecule is Cc1ccc(N[C@H](c2ccccc2)c2ccc3cccnc3c2O)cc1. The result is 0 (non-inhibitor). (4) The molecule is CCc1ccc2nc(Nc3nc(COC)cc(=O)[nH]3)nc(C)c2c1. The result is 0 (non-inhibitor). (5) The molecule is CCCCc1ccc(-c2csc(/C(C#N)=C/c3ccc(C)o3)n2)cc1. The result is 0 (non-inhibitor). (6) The result is 0 (non-inhibitor). The molecule is N#Cc1cccc(-c2nc3cnc(N4CCOCC4)nc3n(C[C@H]3CCCO3)c2=O)c1. (7) The compound is CC(=O)NCCNc1ncnc2ccc(-c3ccccc3C(F)(F)F)cc12. The result is 1 (inhibitor). (8) The molecule is Cn1c(=O)c2c(nc(NCCNc3nc4c(c(=O)n(C)c(=O)n4C)n3C)n2C)n(C)c1=O. The result is 0 (non-inhibitor). (9) The molecule is NCCNC[C@H](O)CO. The result is 0 (non-inhibitor). (10) The drug is CCSc1nnc(-c2ccc(Cl)cc2)c2ccccc12. The result is 0 (non-inhibitor).